Dataset: Peptide-MHC class I binding affinity with 185,985 pairs from IEDB/IMGT. Task: Regression. Given a peptide amino acid sequence and an MHC pseudo amino acid sequence, predict their binding affinity value. This is MHC class I binding data. (1) The peptide sequence is TGIVSSMHY. The MHC is HLA-A02:19 with pseudo-sequence HLA-A02:19. The binding affinity (normalized) is 0.0847. (2) The peptide sequence is DLDKVYEILK. The MHC is HLA-A33:01 with pseudo-sequence HLA-A33:01. The binding affinity (normalized) is 0.0669.